Dataset: HIV replication inhibition screening data with 41,000+ compounds from the AIDS Antiviral Screen. Task: Binary Classification. Given a drug SMILES string, predict its activity (active/inactive) in a high-throughput screening assay against a specified biological target. (1) The drug is Oc1ccc(Cl)cc1-c1cc(-c2ccccc2)nc(S)n1. The result is 0 (inactive). (2) The compound is CCN(CC)c1nnc(CCCCCCCCc2nnc(N(CC)CC)o2)o1. The result is 0 (inactive). (3) The drug is NNC(=O)C1C(O)CCC2CN3CCc4c([nH]c5ccccc45)C3CC21. The result is 0 (inactive). (4) The molecule is COc1ccccc1C=C(C#N)C#N. The result is 0 (inactive). (5) The result is 0 (inactive). The compound is CCOC1CC(C)N(C(=O)c2ccccc2)O1. (6) The molecule is Nc1cc(I)c2cccnc2c1O. The result is 0 (inactive).